The task is: Predict the reactants needed to synthesize the given product.. This data is from Full USPTO retrosynthesis dataset with 1.9M reactions from patents (1976-2016). (1) Given the product [Cl:39][C:37]1[CH:36]=[CH:35][C:34]([N:40]2[CH:44]=[N:43][N:42]=[N:41]2)=[C:33](/[CH:32]=[CH:31]/[C:30]([N:29]2[CH2:28][CH:27]([O:46][CH:47]3[CH2:48][CH2:49][NH:50][CH2:51][CH2:52]3)[CH2:26][CH:25]([C:60]3[CH:61]=[CH:62][CH:63]=[CH:64][CH:65]=3)[CH:24]2[C:22]([NH:21][C:18]2[CH:17]=[CH:16][C:15]([C:13]([OH:14])=[O:12])=[CH:20][CH:19]=2)=[O:23])=[O:45])[CH:38]=1, predict the reactants needed to synthesize it. The reactants are: FC(F)(F)C(O)=O.C([O:12][C:13]([C:15]1[CH:20]=[CH:19][C:18]([NH:21][C:22]([CH:24]2[N:29]([C:30](=[O:45])/[CH:31]=[CH:32]/[C:33]3[CH:38]=[C:37]([Cl:39])[CH:36]=[CH:35][C:34]=3[N:40]3[CH:44]=[N:43][N:42]=[N:41]3)[CH2:28][CH:27]([O:46][CH:47]3[CH2:52][CH2:51][N:50](C(OC(C)(C)C)=O)[CH2:49][CH2:48]3)[CH2:26][CH:25]2[C:60]2[CH:65]=[CH:64][CH:63]=[CH:62][CH:61]=2)=[O:23])=[CH:17][CH:16]=1)=[O:14])(C)(C)C. (2) Given the product [CH2:35]([O:37][C:38](=[O:49])/[C:39](/[C:41]1[CH:46]=[CH:45][C:44]([S:47][CH3:48])=[CH:43][CH:42]=1)=[CH:15]/[CH2:14][CH:8]1[CH2:13][CH2:12][CH2:11][CH2:10][CH2:9]1)[CH3:36], predict the reactants needed to synthesize it. The reactants are: [K].CC(C)([O-])C.[I-].[CH:8]1([CH2:14][CH2:15][P+](C2C=CC=CC=2)(C2C=CC=CC=2)C2C=CC=CC=2)[CH2:13][CH2:12][CH2:11][CH2:10][CH2:9]1.[CH2:35]([O:37][C:38](=[O:49])[C:39]([C:41]1[CH:46]=[CH:45][C:44]([S:47][CH3:48])=[CH:43][CH:42]=1)=O)[CH3:36]. (3) Given the product [C:22]([O:26][C:27]([N:29]1[CH2:30][CH2:31][N:32]([C:35]2[NH:36][C:37]([C:42]3[CH:47]=[CH:46][N:45]=[C:44]([C:9]4[CH:10]=[N:11][C:6]([N:5]([CH2:4][CH2:3][O:2][CH3:1])[CH3:21])=[N:7][CH:8]=4)[CH:43]=3)=[CH:38][C:39]=2[C:40]#[N:41])[CH2:33][CH2:34]1)=[O:28])([CH3:25])([CH3:23])[CH3:24], predict the reactants needed to synthesize it. The reactants are: [CH3:1][O:2][CH2:3][CH2:4][N:5]([CH3:21])[C:6]1[N:11]=[CH:10][C:9](B2OC(C)(C)C(C)(C)O2)=[CH:8][N:7]=1.[C:22]([O:26][C:27]([N:29]1[CH2:34][CH2:33][N:32]([C:35]2[NH:36][C:37]([C:42]3[CH:47]=[CH:46][N:45]=[C:44](Cl)[CH:43]=3)=[CH:38][C:39]=2[C:40]#[N:41])[CH2:31][CH2:30]1)=[O:28])([CH3:25])([CH3:24])[CH3:23]. (4) Given the product [CH3:7][O:6][C:4](=[O:5])[CH:2]([NH:1][C:8]([O:10][CH2:11][C:12]1[CH:13]=[CH:14][CH:15]=[CH:16][CH:17]=1)=[O:9])[CH2:3][O:26][CH:24]([C:18]1[CH:23]=[CH:22][CH:21]=[CH:20][CH:19]=1)[CH3:25], predict the reactants needed to synthesize it. The reactants are: [N@:1]1([C:8]([O:10][CH2:11][C:12]2[CH:17]=[CH:16][CH:15]=[CH:14][CH:13]=2)=[O:9])[CH2:3][CH:2]1[C:4]([O:6][CH3:7])=[O:5].[C:18]1([CH:24]([OH:26])[CH3:25])[CH:23]=[CH:22][CH:21]=[CH:20][CH:19]=1.B(F)(F)F.CCOCC. (5) Given the product [C:4]([O:3][C:1](=[O:2])[NH:8][C:9]1[CH:17]=[CH:16][CH:15]=[C:11]([C:12](=[O:14])[NH:45][C:44]2[CH:46]=[CH:47][CH:48]=[CH:49][C:43]=2[Cl:42])[CH:10]=1)([CH3:5])([CH3:6])[CH3:7], predict the reactants needed to synthesize it. The reactants are: [C:1]([NH:8][C:9]1[CH:10]=[C:11]([CH:15]=[CH:16][CH:17]=1)[C:12]([OH:14])=O)([O:3][C:4]([CH3:7])([CH3:6])[CH3:5])=[O:2].CN(C(ON1N=NC2C=CC=NC1=2)=[N+](C)C)C.F[P-](F)(F)(F)(F)F.[Cl:42][C:43]1[CH:49]=[CH:48][CH:47]=[CH:46][C:44]=1[NH2:45].C(N(CC)C(C)C)(C)C.